Dataset: Catalyst prediction with 721,799 reactions and 888 catalyst types from USPTO. Task: Predict which catalyst facilitates the given reaction. (1) Reactant: [C:1]1([N:7]2[C:15]3[C:10](=[CH:11][C:12]([OH:16])=[CH:13][CH:14]=3)[CH:9]=[CH:8]2)[CH:6]=[CH:5][CH:4]=[CH:3][CH:2]=1.[Br:17][CH2:18][CH2:19][CH2:20][CH2:21][CH2:22][CH2:23]Br.C([O-])([O-])=O.[K+].[K+]. Product: [Br:17][CH2:18][CH2:19][CH2:20][CH2:21][CH2:22][CH2:23][O:16][C:12]1[CH:11]=[C:10]2[C:15](=[CH:14][CH:13]=1)[N:7]([C:1]1[CH:6]=[CH:5][CH:4]=[CH:3][CH:2]=1)[CH:8]=[CH:9]2. The catalyst class is: 21. (2) Reactant: [NH2:1][C:2]1[C:6]2[CH2:7][CH2:8][N:9]3[C:13]([C:5]=2[NH:4][N:3]=1)=[CH:12][C:11]([C:14]([O:16][CH2:17][CH3:18])=[O:15])=[CH:10]3.[C:19](O[C:19]([C:21]([F:24])([F:23])[F:22])=[O:20])([C:21]([F:24])([F:23])[F:22])=[O:20]. Product: [F:22][C:21]([F:24])([F:23])[C:19]([NH:1][C:2]1[C:6]2[CH2:7][CH2:8][N:9]3[C:13]([C:5]=2[NH:4][N:3]=1)=[CH:12][C:11]([C:14]([O:16][CH2:17][CH3:18])=[O:15])=[CH:10]3)=[O:20]. The catalyst class is: 2. (3) Reactant: [Cl:1][C:2]1[CH:12]=[CH:11][C:5]([O:6][CH2:7][CH:8]2[CH2:10][O:9]2)=[CH:4][CH:3]=1.[F:13][C:14]([F:30])([F:29])[C:15]1[CH:28]=[CH:27][C:18]([O:19][CH2:20][CH:21]2[CH2:26][CH2:25][CH2:24][NH:23][CH2:22]2)=[CH:17][CH:16]=1. Product: [Cl:1][C:2]1[CH:12]=[CH:11][C:5]([O:6][CH2:7][CH:8]([OH:9])[CH2:10][N:23]2[CH2:24][CH2:25][CH2:26][CH:21]([CH2:20][O:19][C:18]3[CH:27]=[CH:28][C:15]([C:14]([F:13])([F:29])[F:30])=[CH:16][CH:17]=3)[CH2:22]2)=[CH:4][CH:3]=1. The catalyst class is: 5. (4) Reactant: [BH4-].[Na+].[N+:3]([C:6]1[C:14]([N+:15]([O-:17])=[O:16])=[CH:13][CH:12]=[CH:11][C:7]=1[C:8](O)=[O:9])([O-:5])=[O:4]. Product: [N+:3]([C:6]1[C:14]([N+:15]([O-:17])=[O:16])=[CH:13][CH:12]=[CH:11][C:7]=1[CH2:8][OH:9])([O-:5])=[O:4]. The catalyst class is: 1. (5) Reactant: [C:1]1([CH3:11])[CH:6]=CC(S(O)(=O)=O)=CC=1.[NH2:12][C@H:13]([C:22]([O:24]CC=C)=O)[CH2:14][CH2:15][C:16]([O:18]CC=C)=[O:17].[CH3:28][C:29]1[CH:30]=CC(S(O)(=O)=O)=CC=1.N[C@H](C([O:51][CH2:52]C=C)=O)CCC(OCC=C)=O.ClC(Cl)(OC(=O)OC(Cl)(Cl)Cl)Cl.C([N:69](CC)CC)C. Product: [CH2:28]([N:12]([CH2:11][CH:1]=[CH2:6])[C@H:13]([C:22]([N:69]=[C:52]=[O:51])=[O:24])[CH2:14][CH2:15][C:16](=[O:17])[OH:18])[CH:29]=[CH2:30]. The catalyst class is: 11. (6) Reactant: [OH-].[Na+].[C:3]([O:7][C:8]([NH:10][C:11]1[S:12][C:13]([S:16][C:17]2[CH:22]=[CH:21][CH:20]=[C:19]([C:23]([O:25]C)=[O:24])[CH:18]=2)=[CH:14][N:15]=1)=[O:9])([CH3:6])([CH3:5])[CH3:4]. Product: [CH3:5][C:3]([CH3:6])([O:7][C:8]([NH:10][C:11]1[S:12][C:13]([S:16][C:17]2[CH:18]=[C:19]([CH:20]=[CH:21][CH:22]=2)[C:23]([OH:25])=[O:24])=[CH:14][N:15]=1)=[O:9])[CH3:4]. The catalyst class is: 92. (7) Reactant: C([C:4]1[CH:8]=[CH:7][S:6]C=1)(=O)C.[S:9]1[CH:13]=[CH:12][C:11]([C:14]([CH2:16][C:17]#[N:18])=[O:15])=[CH:10]1.N1CCOC[CH2:20]1.[S]. Product: [NH2:18][C:17]1[S:6][C:7]([CH3:20])=[C:8]([CH3:4])[C:16]=1[C:14]([C:11]1[CH:12]=[CH:13][S:9][CH:10]=1)=[O:15]. The catalyst class is: 131. (8) Reactant: [CH2:1]([C:3]1[CH:8]=[C:7]([CH3:9])[CH:6]=[C:5]([CH2:10][CH3:11])[C:4]=1[C:12]1[C:13](=[O:24])[N:14]([CH3:23])[N:15]=[C:16]([CH3:22])[C:17]=1S(C)(=O)=O)[CH3:2].CN1CCCC1=[O:31].[OH-].[Na+].O. Product: [CH2:1]([C:3]1[CH:8]=[C:7]([CH3:9])[CH:6]=[C:5]([CH2:10][CH3:11])[C:4]=1[C:12]1[C:13](=[O:24])[N:14]([CH3:23])[N:15]=[C:16]([CH3:22])[C:17]=1[OH:31])[CH3:2]. The catalyst class is: 11.